Dataset: Catalyst prediction with 721,799 reactions and 888 catalyst types from USPTO. Task: Predict which catalyst facilitates the given reaction. The catalyst class is: 2. Reactant: [CH:1]([N:4]=[C:5]=[O:6])([CH3:3])[CH3:2].[CH:7]1([C:13]2[CH:14]=[CH:15][C:16]([O:39][CH3:40])=[C:17]([C:19]3[N:20]=[C:21]([NH:24][C:25]([N:27]4[CH2:32][CH2:31][N:30]([CH:33]5[CH2:38][CH2:37][CH2:36][NH:35][CH2:34]5)[CH2:29][CH2:28]4)=[O:26])[S:22][CH:23]=3)[CH:18]=2)[CH2:12][CH2:11][CH2:10][CH2:9][CH2:8]1.O. Product: [CH:7]1([C:13]2[CH:14]=[CH:15][C:16]([O:39][CH3:40])=[C:17]([C:19]3[N:20]=[C:21]([NH:24][C:25]([N:27]4[CH2:28][CH2:29][N:30]([CH:33]5[CH2:38][CH2:37][CH2:36][N:35]([C:5](=[O:6])[NH:4][CH:1]([CH3:3])[CH3:2])[CH2:34]5)[CH2:31][CH2:32]4)=[O:26])[S:22][CH:23]=3)[CH:18]=2)[CH2:8][CH2:9][CH2:10][CH2:11][CH2:12]1.